This data is from Forward reaction prediction with 1.9M reactions from USPTO patents (1976-2016). The task is: Predict the product of the given reaction. (1) The product is: [OH:1][C:2]1[NH:3][C:4]2[C:9]([C:10]=1[C:14]1[CH:15]=[CH:16][C:17]([CH2:21][N:22]3[CH2:27][CH2:26][NH:25][C:24](=[O:28])[CH2:23]3)=[CH:18][N+:19]=1[O-:20])=[CH:8][CH:7]=[C:6]([C:11]#[N:12])[CH:5]=2. Given the reactants [O:1]=[C:2]1[CH2:10][C:9]2[C:4](=[CH:5][C:6]([C:11]#[N:12])=[CH:7][CH:8]=2)[NH:3]1.Cl[C:14]1[N+:19]([O-:20])=[CH:18][C:17]([CH2:21][N:22]2[CH2:27][CH2:26][NH:25][C:24](=[O:28])[CH2:23]2)=[CH:16][CH:15]=1.[H-].[Na+], predict the reaction product. (2) Given the reactants [CH3:1][O:2][C:3]1[CH:4]=[C:5]2[C:9](=[CH:10][CH:11]=1)[NH:8][C:7](=[O:12])[CH2:6]2.[CH3:13][N:14]1[CH2:19][CH2:18][N:17]([C:20](=[O:42])/[CH:21]=[CH:22]/[C:23]2[C:31]3[C:26](=[CH:27][C:28]([CH:32]=O)=[CH:29][CH:30]=3)[N:25](COCC[Si](C)(C)C)[N:24]=2)[CH2:16][CH2:15]1, predict the reaction product. The product is: [CH3:1][O:2][C:3]1[CH:4]=[C:5]2[C:9](=[CH:10][CH:11]=1)[NH:8][C:7](=[O:12])[C:6]2=[CH:32][C:28]1[CH:27]=[C:26]2[C:31]([C:23](/[CH:22]=[CH:21]/[C:20]([N:17]3[CH2:16][CH2:15][N:14]([CH3:13])[CH2:19][CH2:18]3)=[O:42])=[N:24][NH:25]2)=[CH:30][CH:29]=1. (3) Given the reactants [Br:1][C:2]1[C:7]([Cl:8])=[CH:6][C:5](B2OC(C)(C)C(C)(C)O2)=[CH:4][N:3]=1.[OH:18]O, predict the reaction product. The product is: [Br:1][C:2]1[N:3]=[CH:4][C:5]([OH:18])=[CH:6][C:7]=1[Cl:8]. (4) Given the reactants [OH-].[K+].S([O-])(O)(=O)=O.F[C:9]1[C:19]([F:20])=[C:18]([F:21])[CH:17]=[CH:16][C:10]=1[NH:11][C@@H:12]([CH3:15])[CH2:13][OH:14].C(O[CH:25]=[C:26]([C:32]([O:34][CH2:35][CH3:36])=[O:33])[C:27]([O:29][CH2:30][CH3:31])=[O:28])C, predict the reaction product. The product is: [F:21][C:18]1[CH:17]=[CH:16][C:10]2[N:11]([CH:25]=[C:26]([C:27]([O:29][CH2:30][CH3:31])=[O:28])[C:32]([O:34][CH2:35][CH3:36])=[O:33])[C@@H:12]([CH3:15])[CH2:13][O:14][C:9]=2[C:19]=1[F:20]. (5) Given the reactants [Br:1][C:2]1[CH:3]=[C:4]([CH:7]=[CH:8][C:9]=1F)[C:5]#[N:6].[Cl:11][C:12]1[CH:17]=[CH:16][C:15]([OH:18])=[CH:14][CH:13]=1.C(=O)([O-])[O-].[K+].[K+], predict the reaction product. The product is: [Br:1][C:2]1[CH:3]=[C:4]([CH:7]=[CH:8][C:9]=1[O:18][C:15]1[CH:16]=[CH:17][C:12]([Cl:11])=[CH:13][CH:14]=1)[C:5]#[N:6]. (6) Given the reactants [CH2:1]([N:8]1[C:13](=[O:14])[C:12]2[C:15]3[CH:21]([CH3:22])[CH2:20][CH2:19][CH2:18][C:16]=3[S:17][C:11]=2[N:10]=[C:9]1[C:23]1[CH:28]=[C:27]([O:29][CH3:30])[C:26]([O:31][CH3:32])=[C:25]([O:33][CH3:34])[CH:24]=1)[C:2]1[CH:7]=[CH:6][CH:5]=[CH:4][CH:3]=1.C1C=C[NH+]=CC=1.[O-:41][Cr](Cl)(=O)=O, predict the reaction product. The product is: [CH2:1]([N:8]1[C:13](=[O:14])[C:12]2[C:15]3[CH:21]([CH3:22])[CH2:20][CH2:19][C:18](=[O:41])[C:16]=3[S:17][C:11]=2[N:10]=[C:9]1[C:23]1[CH:24]=[C:25]([O:33][CH3:34])[C:26]([O:31][CH3:32])=[C:27]([O:29][CH3:30])[CH:28]=1)[C:2]1[CH:3]=[CH:4][CH:5]=[CH:6][CH:7]=1.